From a dataset of Forward reaction prediction with 1.9M reactions from USPTO patents (1976-2016). Predict the product of the given reaction. (1) Given the reactants [Cl:1][C:2]1[N:3]=[CH:4][NH:5][C:6]=1[Cl:7].[OH-].[K+].[Br:10][CH2:11][CH3:12].[K+].[Br-].Br[CH2:16][CH2:17][C:18]1[CH:27]=[CH:26][C:25]2[C:20](=[CH:21][CH:22]=[CH:23][CH:24]=2)[CH:19]=1, predict the reaction product. The product is: [Br-:10].[CH2:16]([N+:3]1[C:2]([Cl:1])=[C:6]([Cl:7])[N:5]([C:18]2([CH2:17][CH3:16])[CH:27]=[CH:26][C:25]3[C:20](=[CH:21][CH:22]=[CH:23][CH:24]=3)[CH2:19]2)[CH:4]=1)[CH2:17][CH2:18][CH2:19][CH2:20][CH2:21][CH2:11][CH3:12]. (2) Given the reactants [CH3:1][C:2]1[CH:14]=[CH:13][C:5]([CH2:6][CH:7]2[CH2:11][CH2:10][O:9][C:8]2=[O:12])=[CH:4][CH:3]=1.S(O)(C(F)(F)F)(=O)=O, predict the reaction product. The product is: [OH:9][CH2:10][CH2:11][CH:7]1[CH2:6][C:5]2[C:4](=[CH:3][C:2]([CH3:1])=[CH:14][CH:13]=2)[C:8]1=[O:12]. (3) Given the reactants Br[C:2]1[CH:3]=[C:4]([CH3:10])[C:5]([NH:8][CH3:9])=[N:6][CH:7]=1.CC([O-])=O.[K+].[B:16]1([B:16]2[O:20][C:19]([CH3:22])([CH3:21])[C:18]([CH3:24])([CH3:23])[O:17]2)[O:20][C:19]([CH3:22])([CH3:21])[C:18]([CH3:24])([CH3:23])[O:17]1, predict the reaction product. The product is: [CH3:9][NH:8][C:5]1[C:4]([CH3:10])=[CH:3][C:2]([B:16]2[O:20][C:19]([CH3:22])([CH3:21])[C:18]([CH3:24])([CH3:23])[O:17]2)=[CH:7][N:6]=1. (4) Given the reactants C(N(C(C)C)CC)(C)C.[CH2:10]([O:12][C:13]([C:15]1[CH:16]=[N:17][N:18]([C:20]2[N:24]([CH2:25][O:26][CH2:27][CH2:28][O:29][CH3:30])[C:23]3[CH:31]=[C:32]([Cl:36])[C:33]([NH2:35])=[CH:34][C:22]=3[N:21]=2)[CH:19]=1)=[O:14])[CH3:11].NC1C(Cl)=CC2NC(N3C=C(C(O)=O)C=N3)=NC=2C=1.[Br:56][CH2:57][C:58](Br)=[O:59], predict the reaction product. The product is: [CH2:10]([O:12][C:13]([C:15]1[CH:16]=[N:17][N:18]([C:20]2[N:24]([CH2:25][O:26][CH2:27][CH2:28][O:29][CH3:30])[C:23]3[CH:31]=[C:32]([Cl:36])[C:33]([NH:35][C:58](=[O:59])[CH2:57][Br:56])=[CH:34][C:22]=3[N:21]=2)[CH:19]=1)=[O:14])[CH3:11]. (5) Given the reactants [ClH:1].O1CCOCC1.[CH2:8]([O:15][C:16]1[CH:21]=[CH:20][N:19]([C:22]2[CH:23]=[N:24][C:25]([N:28]3[CH2:32][C@@H:31]4[CH2:33][N:34](C(OC(C)(C)C)=O)[CH2:35][C@@H:30]4[CH2:29]3)=[CH:26][CH:27]=2)[C:18](=[O:43])[CH:17]=1)[C:9]1[CH:14]=[CH:13][CH:12]=[CH:11][CH:10]=1, predict the reaction product. The product is: [ClH:1].[ClH:1].[CH2:8]([O:15][C:16]1[CH:21]=[CH:20][N:19]([C:22]2[CH:23]=[N:24][C:25]([N:28]3[CH2:29][C@@H:30]4[C@@H:31]([CH2:33][NH:34][CH2:35]4)[CH2:32]3)=[CH:26][CH:27]=2)[C:18](=[O:43])[CH:17]=1)[C:9]1[CH:10]=[CH:11][CH:12]=[CH:13][CH:14]=1.